From a dataset of Merck oncology drug combination screen with 23,052 pairs across 39 cell lines. Regression. Given two drug SMILES strings and cell line genomic features, predict the synergy score measuring deviation from expected non-interaction effect. (1) Drug 1: CN1C(=O)C=CC2(C)C3CCC4(C)C(NC(=O)OCC(F)(F)F)CCC4C3CCC12. Drug 2: NC(=O)c1cccc2cn(-c3ccc(C4CCCNC4)cc3)nc12. Cell line: ZR751. Synergy scores: synergy=13.7. (2) Drug 1: Nc1ccn(C2OC(CO)C(O)C2(F)F)c(=O)n1. Drug 2: CC(C)CC(NC(=O)C(Cc1ccccc1)NC(=O)c1cnccn1)B(O)O. Cell line: PA1. Synergy scores: synergy=-13.0. (3) Drug 1: O=P1(N(CCCl)CCCl)NCCCO1. Drug 2: NC1(c2ccc(-c3nc4ccn5c(=O)[nH]nc5c4cc3-c3ccccc3)cc2)CCC1. Cell line: PA1. Synergy scores: synergy=17.8. (4) Drug 1: O=C(NOCC(O)CO)c1ccc(F)c(F)c1Nc1ccc(I)cc1F. Drug 2: CCC1(O)C(=O)OCc2c1cc1n(c2=O)Cc2cc3c(CN(C)C)c(O)ccc3nc2-1. Cell line: HT144. Synergy scores: synergy=30.2. (5) Drug 1: CC1CC2C3CCC4=CC(=O)C=CC4(C)C3(F)C(O)CC2(C)C1(O)C(=O)CO. Drug 2: C#Cc1cccc(Nc2ncnc3cc(OCCOC)c(OCCOC)cc23)c1. Cell line: SKOV3. Synergy scores: synergy=37.7.